This data is from Forward reaction prediction with 1.9M reactions from USPTO patents (1976-2016). The task is: Predict the product of the given reaction. (1) The product is: [C:1]([O:5][C:6](=[O:24])[NH:7][C:8]1[CH:9]=[CH:10][C:11]([CH2:14][C:15]2[CH:20]=[C:19]([NH2:21])[N:18]=[CH:17][N:16]=2)=[CH:12][CH:13]=1)([CH3:4])([CH3:2])[CH3:3]. Given the reactants [C:1]([O:5][C:6](=[O:24])[NH:7][C:8]1[CH:13]=[CH:12][C:11]([CH2:14][C:15]2[CH:20]=[C:19]([N:21]=[N+]=[N-])[N:18]=[CH:17][N:16]=2)=[CH:10][CH:9]=1)([CH3:4])([CH3:3])[CH3:2].[H][H], predict the reaction product. (2) Given the reactants [F:1][C:2]([F:16])([F:15])[CH2:3][O:4][C:5]1[N:10]=[CH:9][C:8]([CH:11]([OH:14])[CH2:12][OH:13])=[CH:7][CH:6]=1.[C:17]1([CH3:27])[CH:22]=[CH:21][C:20]([S:23](Cl)(=[O:25])=[O:24])=[CH:19][CH:18]=1.N1C=CC=CC=1.O, predict the reaction product. The product is: [CH3:27][C:17]1[CH:22]=[CH:21][C:20]([S:23]([O:13][CH2:12][CH:11]([OH:14])[C:8]2[CH:9]=[N:10][C:5]([O:4][CH2:3][C:2]([F:1])([F:15])[F:16])=[CH:6][CH:7]=2)(=[O:25])=[O:24])=[CH:19][CH:18]=1. (3) Given the reactants [CH2:1]([C:4]1[CH:13]=[CH:12][CH:11]=[C:10]2[C:5]=1[CH:6]=[CH:7][C:8]1[N:9]2[N:14]=[N:15][C:16]=1[C:17]([O:19][CH2:20][CH3:21])=[O:18])[CH:2]=C.I([O-])(=O)(=O)=[O:23].[Na+], predict the reaction product. The product is: [O:23]=[CH:2][CH2:1][C:4]1[CH:13]=[CH:12][CH:11]=[C:10]2[C:5]=1[CH:6]=[CH:7][C:8]1[N:9]2[N:14]=[N:15][C:16]=1[C:17]([O:19][CH2:20][CH3:21])=[O:18].